Dataset: Full USPTO retrosynthesis dataset with 1.9M reactions from patents (1976-2016). Task: Predict the reactants needed to synthesize the given product. Given the product [CH:45]1([N:35]([CH2:36][C:37]2[CH:42]=[CH:41][CH:40]=[C:39]([CH3:43])[C:38]=2[CH3:44])[C:34]([C@@H:10]2[C@:11]([C:15]3[CH:20]=[CH:19][C:18]([O:21][CH2:22][CH2:23][O:24][C:25]4[C:30]([Cl:31])=[CH:29][C:28]([CH3:32])=[CH:27][C:26]=4[Cl:33])=[CH:17][CH:16]=3)([OH:14])[CH2:12][CH2:13][NH:8][CH2:9]2)=[O:48])[CH2:46][CH2:47]1, predict the reactants needed to synthesize it. The reactants are: C(OC([N:8]1[CH2:13][CH2:12][C@@:11]([C:15]2[CH:20]=[CH:19][C:18]([O:21][CH2:22][CH2:23][O:24][C:25]3[C:30]([Cl:31])=[CH:29][C:28]([CH3:32])=[CH:27][C:26]=3[Cl:33])=[CH:17][CH:16]=2)([OH:14])[C@@H:10]([C:34](=[O:48])[N:35]([CH:45]2[CH2:47][CH2:46]2)[CH2:36][C:37]2[CH:42]=[CH:41][CH:40]=[C:39]([CH3:43])[C:38]=2[CH3:44])[CH2:9]1)=O)(C)(C)C.Cl.